From a dataset of Reaction yield outcomes from USPTO patents with 853,638 reactions. Predict the reaction yield, written as a fraction of the theoretical maximum amount of product (1.0 means a 100% yield; for example, 0.34 means a 34% yield). (1) The reactants are C([O:3][C:4](=[O:22])[CH:5](NC1C=NC=C(F)C=1)[NH:6][C:7]1[CH:8]=[N:9][CH:10]=[C:11]([F:13])[CH:12]=1)C.[OH-].[Na+]. The catalyst is Cl.[Pd]. The product is [F:13][C:11]1[CH:12]=[C:7]([NH:6][CH2:5][C:4]([OH:22])=[O:3])[CH:8]=[N:9][CH:10]=1. The yield is 0.740. (2) The reactants are [CH2:1]([N:3]1[CH2:8][C:7]([CH3:10])([CH3:9])[O:6][C:5](=[O:11])[CH:4]1[CH2:12][C:13]([OH:15])=O)[CH3:2].C(N(C(C)C)CC)(C)C.CN(C(ON1N=NC2C=CC=NC1=2)=[N+](C)C)C.F[P-](F)(F)(F)(F)F.[Cl:49][C:50]1[CH:57]=[CH:56][CH:55]=[C:54]([Cl:58])[C:51]=1[CH2:52][NH2:53]. The catalyst is CN(C=O)C. The product is [Cl:49][C:50]1[CH:57]=[CH:56][CH:55]=[C:54]([Cl:58])[C:51]=1[CH2:52][NH:53][C:13](=[O:15])[CH2:12][CH:4]1[C:5](=[O:11])[O:6][C:7]([CH3:9])([CH3:10])[CH2:8][N:3]1[CH2:1][CH3:2]. The yield is 0.570. (3) The yield is 0.600. The catalyst is CCO.COCCOC.C1C=CC([P]([Pd]([P](C2C=CC=CC=2)(C2C=CC=CC=2)C2C=CC=CC=2)([P](C2C=CC=CC=2)(C2C=CC=CC=2)C2C=CC=CC=2)[P](C2C=CC=CC=2)(C2C=CC=CC=2)C2C=CC=CC=2)(C2C=CC=CC=2)C2C=CC=CC=2)=CC=1. The reactants are [CH3:1][O:2][C:3]1[CH:4]=[C:5](B(O)O)[CH:6]=[CH:7][C:8]=1[O:9][CH3:10].I[C:15]1[C:23]2[C:18](=[N:19][CH:20]=[N:21][C:22]=2[NH2:24])[N:17]([CH:25]([CH3:27])[CH3:26])[N:16]=1.C([O-])([O-])=O.[Na+].[Na+]. The product is [CH:25]([N:17]1[C:18]2=[N:19][CH:20]=[N:21][C:22]([NH2:24])=[C:23]2[C:15]([C:5]2[CH:6]=[CH:7][C:8]([O:9][CH3:10])=[C:3]([O:2][CH3:1])[CH:4]=2)=[N:16]1)([CH3:27])[CH3:26]. (4) The reactants are [Cl:1][C:2]1[C:7]([Cl:8])=[CH:6][C:5]([Cl:9])=[CH:4][C:3]=1B(O)O.[Cl:13][C:14]1[CH:19]=[C:18](Cl)[N:17]=[C:16]([NH2:21])[N:15]=1.C(=O)([O-])[O-].[Na+].[Na+].C1(P(C2C=CC=CC=2)C2C=CC=CC=2)C=CC=CC=1. The catalyst is COCCOC.O.C([O-])(=O)C.[Pd+2].C([O-])(=O)C.CC(C)=O. The product is [ClH:1].[Cl:13][C:14]1[CH:19]=[C:18]([C:3]2[CH:4]=[C:5]([Cl:9])[CH:6]=[C:7]([Cl:8])[C:2]=2[Cl:1])[N:17]=[C:16]([NH2:21])[N:15]=1. The yield is 0.200. (5) The reactants are C[Si](C)(C)CC[O:5]C[N:7]1[C:11]2[N:12]=[CH:13][N:14]=[C:15]([C:16]3[CH:17]=[N:18][N:19]([CH:21]([CH2:25][CH2:26][CH2:27][CH3:28])[CH2:22][C:23]#[N:24])[CH:20]=3)[C:10]=2[CH:9]=[CH:8]1.F[B-](F)(F)F.[Li+].[OH-].[NH4+]. The catalyst is O.C(#N)C. The product is [NH4+:7].[OH-:5].[N:12]1[C:11]2[NH:7][CH:8]=[CH:9][C:10]=2[C:15]([C:16]2[CH:17]=[N:18][N:19]([CH:21]([CH2:25][CH2:26][CH2:27][CH3:28])[CH2:22][C:23]#[N:24])[CH:20]=2)=[N:14][CH:13]=1. The yield is 0.00150. (6) The reactants are Cl.[Cl:2][C:3]1[CH:8]=[CH:7][C:6]([C@H:9]([NH:13][C:14]([C:16]2([NH:31]C(=O)OC(C)(C)C)[CH2:21][CH2:20][N:19]([C:22]3[C:23]4[CH:30]=[CH:29][NH:28][C:24]=4[N:25]=[CH:26][N:27]=3)[CH2:18][CH2:17]2)=[O:15])[CH2:10][CH2:11][OH:12])=[CH:5][CH:4]=1. The catalyst is C(Cl)Cl. The product is [NH2:31][C:16]1([C:14]([NH:13][C@@H:9]([C:6]2[CH:5]=[CH:4][C:3]([Cl:2])=[CH:8][CH:7]=2)[CH2:10][CH2:11][OH:12])=[O:15])[CH2:17][CH2:18][N:19]([C:22]2[C:23]3[CH:30]=[CH:29][NH:28][C:24]=3[N:25]=[CH:26][N:27]=2)[CH2:20][CH2:21]1. The yield is 0.393.